This data is from Full USPTO retrosynthesis dataset with 1.9M reactions from patents (1976-2016). The task is: Predict the reactants needed to synthesize the given product. (1) Given the product [CH2:14]([O:9][C:3]1([C:1]#[CH:2])[CH2:8][CH2:7][CH2:6][CH2:5][CH2:4]1)[CH:13]=[CH2:12], predict the reactants needed to synthesize it. The reactants are: [C:1]([C:3]1([OH:9])[CH2:8][CH2:7][CH2:6][CH2:5][CH2:4]1)#[CH:2].[H-].[Na+].[CH2:12](Br)[CH:13]=[CH2:14]. (2) Given the product [CH2:35]([S:37]([C:2]1[CH:28]=[CH:27][C:5]([CH2:6][O:7][C:8]2[CH:9]=[N:10][C:11]([N:14]3[CH2:19][CH2:18][N:17]([C:20]([O:22][C:23]([CH3:26])([CH3:25])[CH3:24])=[O:21])[CH2:16][CH2:15]3)=[N:12][CH:13]=2)=[CH:4][CH:3]=1)(=[O:39])=[O:38])[CH3:36], predict the reactants needed to synthesize it. The reactants are: I[C:2]1[CH:28]=[CH:27][C:5]([CH2:6][O:7][C:8]2[CH:9]=[N:10][C:11]([N:14]3[CH2:19][CH2:18][N:17]([C:20]([O:22][C:23]([CH3:26])([CH3:25])[CH3:24])=[O:21])[CH2:16][CH2:15]3)=[N:12][CH:13]=2)=[CH:4][CH:3]=1.CNCCNC.[CH2:35]([S:37]([O-:39])=[O:38])[CH3:36].[Na+]. (3) Given the product [F:25][C:20]1[CH:21]=[CH:22][CH:23]=[CH:24][C:19]=1[C:11]1[C:10]([CH3:26])=[C:9]([NH:8][C:6]2[CH:7]=[C:2]([B:36]3[O:37][C:38]([CH3:40])([CH3:39])[C:34]([CH3:50])([CH3:33])[O:35]3)[CH:3]=[CH:4][C:5]=2[N:27]2[CH2:28][CH2:29][O:30][CH2:31][CH2:32]2)[C:18]2[C:13](=[CH:14][CH:15]=[CH:16][CH:17]=2)[N:12]=1, predict the reactants needed to synthesize it. The reactants are: Br[C:2]1[CH:3]=[CH:4][C:5]([N:27]2[CH2:32][CH2:31][O:30][CH2:29][CH2:28]2)=[C:6]([NH:8][C:9]2[C:18]3[C:13](=[CH:14][CH:15]=[CH:16][CH:17]=3)[N:12]=[C:11]([C:19]3[CH:24]=[CH:23][CH:22]=[CH:21][C:20]=3[F:25])[C:10]=2[CH3:26])[CH:7]=1.[CH3:33][C:34]1([CH3:50])[C:38]([CH3:40])([CH3:39])[O:37][B:36]([B:36]2[O:37][C:38]([CH3:40])([CH3:39])[C:34]([CH3:50])([CH3:33])[O:35]2)[O:35]1.C([O-])(=O)C.[K+]. (4) Given the product [NH2:1][C:4]1[CH:5]=[C:6]([C:14]2[CH:15]=[C:16]3[C:21](=[CH:22][CH:23]=2)[NH:20][C:19](=[O:24])[CH2:18][CH2:17]3)[CH:7]=[CH:8][C:9]=1[C:10]([F:11])([F:12])[F:13], predict the reactants needed to synthesize it. The reactants are: [N+:1]([C:4]1[CH:5]=[C:6]([C:14]2[CH:15]=[C:16]3[C:21](=[CH:22][CH:23]=2)[NH:20][C:19](=[O:24])[CH2:18][CH2:17]3)[CH:7]=[CH:8][C:9]=1[C:10]([F:13])([F:12])[F:11])([O-])=O.